From a dataset of Reaction yield outcomes from USPTO patents with 853,638 reactions. Predict the reaction yield, written as a fraction of the theoretical maximum amount of product (1.0 means a 100% yield; for example, 0.34 means a 34% yield). (1) The catalyst is O.C([O-])(=O)C.[Pd+2].C([O-])(=O)C. The reactants are I[C:2]1[CH:7]=[CH:6][C:5]([OH:8])=[CH:4][CH:3]=1.[CH3:9][C:10]1[CH:15]=[CH:14][C:13](B(O)O)=[CH:12][CH:11]=1.[OH-].[Na+]. The yield is 0.480. The product is [CH3:9][C:10]1[CH:15]=[CH:14][C:13]([C:2]2[CH:7]=[CH:6][C:5]([OH:8])=[CH:4][CH:3]=2)=[CH:12][CH:11]=1. (2) The reactants are [H-].[Al+3].[Li+].[H-].[H-].[H-].[C:7]([NH:10][CH:11]([C:13]1[S:14][C:15]2[CH:21]=[C:20]([C:22](OC)=[O:23])[CH:19]=[CH:18][C:16]=2[N:17]=1)[CH3:12])(=[O:9])[CH3:8].O.O.O.O.O.O.O.O.O.O.S([O-])([O-])(=O)=O.[Na+].[Na+]. The catalyst is C1COCC1. The product is [OH:23][CH2:22][C:20]1[CH:19]=[CH:18][C:16]2[N:17]=[C:13]([CH:11]([NH:10][C:7](=[O:9])[CH3:8])[CH3:12])[S:14][C:15]=2[CH:21]=1. The yield is 0.730. (3) The reactants are Cl.[OH:2][C:3]1[C:4]([O:24][CH3:25])=[CH:5][C:6]2[CH2:15][CH2:14][N:13]3[CH:8]([CH2:9][C:10]4[CH:19]=[CH:18][C:17]([O:20][CH3:21])=[C:16]([OH:22])[C:11]=4[CH2:12]3)[C:7]=2[CH:23]=1. The catalyst is N1C=CC=CC=1. The product is [C:3]([O:2][C:3]1[C:4]([O:24][CH3:25])=[CH:5][C:6]2[CH2:15][CH2:14][N:13]3[CH:8]([CH2:9][C:10]4[CH:19]=[CH:18][C:17]([O:20][CH3:21])=[C:16]([O:22][C:17](=[O:20])[CH3:16])[C:11]=4[CH2:12]3)[C:7]=2[CH:23]=1)(=[O:2])[CH3:23]. The yield is 0.646. (4) The reactants are [NH2:1][C:2]1[C:3]([O:16]C)=[C:4]([C:8]2[CH:9]=[C:10]([C:13]([OH:15])=[O:14])[S:11][CH:12]=2)[CH:5]=[CH:6][CH:7]=1.B(Br)(Br)[Br:19]. The catalyst is ClCCl. The product is [BrH:19].[NH2:1][C:2]1[C:3]([OH:16])=[C:4]([C:8]2[CH:9]=[C:10]([C:13]([OH:15])=[O:14])[S:11][CH:12]=2)[CH:5]=[CH:6][CH:7]=1. The yield is 0.175. (5) The reactants are [CH:1]1[C:10]2[C:5](=[CH:6][CH:7]=[CH:8][CH:9]=2)[CH:4]=[CH:3][C:2]=1[CH2:11][O:12][CH:13]1[CH:18]([C:19]2[CH:24]=[CH:23][N:22]([CH2:25][CH2:26][O:27][C:28]3[CH:33]=[CH:32][CH:31]=[CH:30][CH:29]=3)[C:21](=[O:34])[CH:20]=2)[CH2:17][CH2:16][N:15](C(OC(C)(C)C)=O)[CH2:14]1.C(=O)([O-])[O-].[Na+].[Na+]. The catalyst is C(Cl)Cl.[Br-].[Zn+2].[Br-]. The product is [CH:1]1[C:10]2[C:5](=[CH:6][CH:7]=[CH:8][CH:9]=2)[CH:4]=[CH:3][C:2]=1[CH2:11][O:12][CH:13]1[CH:18]([C:19]2[CH:24]=[CH:23][N:22]([CH2:25][CH2:26][O:27][C:28]3[CH:29]=[CH:30][CH:31]=[CH:32][CH:33]=3)[C:21](=[O:34])[CH:20]=2)[CH2:17][CH2:16][NH:15][CH2:14]1. The yield is 0.350. (6) The reactants are [C:1]([N:5]1[C:9]([NH2:10])=[CH:8][C:7]([C:11]2[CH:16]=[CH:15][CH:14]=[CH:13][CH:12]=2)=[N:6]1)([CH3:4])([CH3:3])[CH3:2].[C:17]([CH2:25][C:26](OCC)=[O:27])(=O)[C:18]1[CH:23]=[CH:22][CH:21]=[CH:20][CH:19]=1. The catalyst is CC(O)=O.CCOC(C)=O. The product is [C:1]([N:5]1[C:9]2[NH:10][C:26](=[O:27])[CH:25]=[C:17]([C:18]3[CH:23]=[CH:22][CH:21]=[CH:20][CH:19]=3)[C:8]=2[C:7]([C:11]2[CH:16]=[CH:15][CH:14]=[CH:13][CH:12]=2)=[N:6]1)([CH3:4])([CH3:2])[CH3:3]. The yield is 0.160.